This data is from Reaction yield outcomes from USPTO patents with 853,638 reactions. The task is: Predict the reaction yield, written as a fraction of the theoretical maximum amount of product (1.0 means a 100% yield; for example, 0.34 means a 34% yield). The reactants are F[C:2]1[CH:7]=[CH:6][C:5]([N+:8]([O-])=O)=[CH:4][CH:3]=1.[CH3:11][N:12]1[CH2:17][CH2:16]N[CH2:14][CH2:13]1.[C:18]([O-])([O-])=O.[K+].[K+]. The catalyst is CN(C)C=O. The product is [N:12]1([CH2:11][C:2]2[CH:7]=[CH:6][C:5]([NH2:8])=[CH:4][CH:3]=2)[CH2:17][CH2:16][CH2:18][CH2:14][CH2:13]1. The yield is 0.960.